Dataset: Peptide-MHC class II binding affinity with 134,281 pairs from IEDB. Task: Regression. Given a peptide amino acid sequence and an MHC pseudo amino acid sequence, predict their binding affinity value. This is MHC class II binding data. (1) The peptide sequence is SSKAATAKAPGLVPK. The MHC is DRB3_0101 with pseudo-sequence DRB3_0101. The binding affinity (normalized) is 0.171. (2) The peptide sequence is KHLAVLVKYEGDTMA. The MHC is DRB1_0405 with pseudo-sequence DRB1_0405. The binding affinity (normalized) is 0.160. (3) The peptide sequence is PNELLQEYNYE. The MHC is HLA-DQA10102-DQB10604 with pseudo-sequence HLA-DQA10102-DQB10604. The binding affinity (normalized) is 0.